Dataset: Full USPTO retrosynthesis dataset with 1.9M reactions from patents (1976-2016). Task: Predict the reactants needed to synthesize the given product. (1) Given the product [F:1][C:2]1[CH:11]=[C:10]([F:12])[CH:9]=[C:8]2[C:3]=1[C:4]([NH:20][C:21]1[CH:22]=[N:23][CH:24]=[C:25]([N:27]3[CH2:32][CH2:31][O:30][CH2:29][CH2:28]3)[CH:26]=1)=[C:5]([CH3:19])[C:6]([N:13]1[CH2:14][CH2:15][N:16]([C:37]([NH:36][CH:33]([CH3:35])[CH3:34])=[O:38])[CH2:17][CH2:18]1)=[N:7]2, predict the reactants needed to synthesize it. The reactants are: [F:1][C:2]1[CH:11]=[C:10]([F:12])[CH:9]=[C:8]2[C:3]=1[C:4]([NH:20][C:21]1[CH:22]=[N:23][CH:24]=[C:25]([N:27]3[CH2:32][CH2:31][O:30][CH2:29][CH2:28]3)[CH:26]=1)=[C:5]([CH3:19])[C:6]([N:13]1[CH2:18][CH2:17][NH:16][CH2:15][CH2:14]1)=[N:7]2.[CH:33]([N:36]=[C:37]=[O:38])([CH3:35])[CH3:34]. (2) Given the product [CH3:1][C:2]([CH3:27])([CH3:28])[CH2:3][C:4]([NH:6][C:7]1[CH:8]=[C:9]2[C:13](=[CH:14][CH:15]=1)[N:12]([CH2:16][C:17]1[CH:22]=[CH:21][CH:20]=[CH:19][C:18]=1[F:23])[C:11]([C:24]([NH:41][C:42]1[CH:43]=[CH:44][C:45]([NH:48][C:49](=[O:55])[O:50][C:51]([CH3:53])([CH3:52])[CH3:54])=[CH:46][CH:47]=1)=[O:26])=[CH:10]2)=[O:5], predict the reactants needed to synthesize it. The reactants are: [CH3:1][C:2]([CH3:28])([CH3:27])[CH2:3][C:4]([NH:6][C:7]1[CH:8]=[C:9]2[C:13](=[CH:14][CH:15]=1)[N:12]([CH2:16][C:17]1[CH:22]=[CH:21][CH:20]=[CH:19][C:18]=1[F:23])[C:11]([C:24]([OH:26])=O)=[CH:10]2)=[O:5].CN(C)CCCN=C=NCC.Cl.[NH2:41][C:42]1[CH:47]=[CH:46][C:45]([NH:48][C:49](=[O:55])[O:50][C:51]([CH3:54])([CH3:53])[CH3:52])=[CH:44][CH:43]=1. (3) Given the product [Cl:14][CH2:13][CH2:12][CH2:11][O:16][C:3]1([CH:2]=[CH:9][CH:8]=[CH:7][CH2:6]1)[CH:4]=[O:5], predict the reactants needed to synthesize it. The reactants are: O[C:2]1[CH:9]=[CH:8][CH:7]=[CH:6][C:3]=1[CH:4]=[O:5].Br[CH2:11][CH2:12][CH2:13][Cl:14].C(=O)([O-])[O-:16].[K+].[K+].O. (4) Given the product [F:53][C:54]([F:67])([F:66])[S:55]([O:31][C:23]1[CH:24]=[CH:25][C:26]([N+:28]([O-:30])=[O:29])=[CH:27][C:22]=1[C@@:19]1([CH3:21])[N:20]=[C:15]([N:7]([C:8]([O:10][C:11]([CH3:14])([CH3:12])[CH3:13])=[O:9])[C:6]([O:5][C:1]([CH3:2])([CH3:3])[CH3:4])=[O:36])[C:16]([CH3:35])([CH3:34])[S:17](=[O:33])(=[O:32])[CH2:18]1)(=[O:57])=[O:56], predict the reactants needed to synthesize it. The reactants are: [C:1]([O:5][C:6](=[O:36])[N:7]([C:15]1[C:16]([CH3:35])([CH3:34])[S:17](=[O:33])(=[O:32])[CH2:18][C@:19]([C:22]2[CH:27]=[C:26]([N+:28]([O-:30])=[O:29])[CH:25]=[CH:24][C:23]=2[OH:31])([CH3:21])[N:20]=1)[C:8]([O:10][C:11]([CH3:14])([CH3:13])[CH3:12])=[O:9])([CH3:4])([CH3:3])[CH3:2].C(N(CC)C(C)C)(C)C.C(=O)=O.CC(C)=O.[F:53][C:54]([F:67])([F:66])[S:55](O[S:55]([C:54]([F:67])([F:66])[F:53])(=[O:57])=[O:56])(=[O:57])=[O:56].